This data is from Forward reaction prediction with 1.9M reactions from USPTO patents (1976-2016). The task is: Predict the product of the given reaction. (1) Given the reactants [N+:1]([C:4]1[CH:5]=[C:6]2[C:10](=[CH:11][C:12]=1[N+:13]([O-])=O)[NH:9][N:8]=[CH:7]2)([O-])=O, predict the reaction product. The product is: [NH2:1][C:4]1[CH:5]=[C:6]2[C:10](=[CH:11][C:12]=1[NH2:13])[NH:9][N:8]=[CH:7]2. (2) Given the reactants C(OC(=O)[NH:7][C:8]1([CH2:14][NH:15][C:16]([C:18]2[C:19]([Cl:27])=[C:20]3[C:24](=[CH:25][CH:26]=2)[NH:23][CH:22]=[CH:21]3)=[O:17])[CH2:13][CH2:12][CH2:11][CH2:10][CH2:9]1)(C)(C)C.Cl.O1CCOCC1, predict the reaction product. The product is: [ClH:27].[NH2:7][C:8]1([CH2:14][NH:15][C:16]([C:18]2[C:19]([Cl:27])=[C:20]3[C:24](=[CH:25][CH:26]=2)[NH:23][CH:22]=[CH:21]3)=[O:17])[CH2:9][CH2:10][CH2:11][CH2:12][CH2:13]1.